Dataset: Catalyst prediction with 721,799 reactions and 888 catalyst types from USPTO. Task: Predict which catalyst facilitates the given reaction. (1) Reactant: [Br:1][C:2]1[CH:7]=[CH:6][C:5]([CH2:8][CH2:9][CH3:10])=[C:4]([N+:11]([O-])=O)[CH:3]=1.O. Product: [Br:1][C:2]1[CH:7]=[CH:6][C:5]([CH2:8][CH2:9][CH3:10])=[C:4]([NH2:11])[CH:3]=1. The catalyst class is: 8. (2) Reactant: [Br:1][C:2]1[CH:3]=[N:4][NH:5][C:6]=1[C:7]([O:9][CH2:10][CH3:11])=[O:8].Cl[C:13]([F:18])([F:17])C([O-])=O.[Na+].C1OCCOCCOCCOCCOCCOC1.C([O-])([O-])=O.[K+].[K+]. Product: [Br:1][C:2]1[C:6]([C:7]([O:9][CH2:10][CH3:11])=[O:8])=[N:5][N:4]([CH:13]([F:18])[F:17])[CH:3]=1. The catalyst class is: 10. (3) Reactant: [NH2:1][C:2]1[CH:9]=[C:8]([O:10][CH3:11])[C:7]([Br:12])=[CH:6][C:3]=1[CH:4]=O.C(O)(=O)C.[CH:17](=N)[NH2:18]. Product: [Br:12][C:7]1[CH:6]=[C:3]2[C:2](=[CH:9][C:8]=1[O:10][CH3:11])[N:1]=[CH:17][N:18]=[CH:4]2. The catalyst class is: 14. (4) Reactant: [Cl:1][C:2]1[CH:7]=[CH:6][C:5]([C:8]2[N:12]([CH:13]3[CH2:15][CH2:14]3)[C:11](=[O:16])[N:10]([CH2:17][C:18]([OH:20])=O)[N:9]=2)=[CH:4][CH:3]=1.[Cl:21][C:22]1[CH:23]=[C:24]([C:28]2([NH2:34])[CH2:33][CH2:32][CH2:31][CH2:30][CH2:29]2)[CH:25]=[CH:26][CH:27]=1.C1C=CC2N(O)N=NC=2C=1.CCN=C=NCCCN(C)C.Cl. Product: [Cl:21][C:22]1[CH:23]=[C:24]([C:28]2([NH:34][C:18](=[O:20])[CH2:17][N:10]3[C:11](=[O:16])[N:12]([CH:13]4[CH2:14][CH2:15]4)[C:8]([C:5]4[CH:6]=[CH:7][C:2]([Cl:1])=[CH:3][CH:4]=4)=[N:9]3)[CH2:33][CH2:32][CH2:31][CH2:30][CH2:29]2)[CH:25]=[CH:26][CH:27]=1. The catalyst class is: 9. (5) Reactant: [Br:1][C:2]1[CH:12]=[CH:11][C:5]2[O:6][CH2:7][C:8](=O)[NH:9][C:4]=2[CH:3]=1.[H-].[H-].[H-].[H-].[Li+].[Al+3]. Product: [Br:1][C:2]1[CH:12]=[CH:11][C:5]2[O:6][CH2:7][CH2:8][NH:9][C:4]=2[CH:3]=1. The catalyst class is: 1. (6) Reactant: [C:1]([C:8]1NC=CN=1)([C:3]1NC=CN=1)=O.[Cl:13][C:14]1[CH:22]=[CH:21][C:17]([C:18]([OH:20])=[O:19])=[CH:16][N:15]=1.C(O)(C)C. Product: [Cl:13][C:14]1[CH:22]=[CH:21][C:17]([C:18]([O:20][CH:1]([CH3:8])[CH3:3])=[O:19])=[CH:16][N:15]=1. The catalyst class is: 4. (7) Reactant: Br[C:2]1[CH:7]=[CH:6][CH:5]=[C:4]([N+:8]([O-:10])=[O:9])[CH:3]=1.[F:11][C:12]1[CH:13]=[C:14](B(O)O)[CH:15]=[CH:16][CH:17]=1.[O-]P([O-])([O-])=O.[K+].[K+].[K+].O1CCOCC1. Product: [F:11][C:12]1[CH:17]=[C:16]([C:2]2[CH:7]=[CH:6][CH:5]=[C:4]([N+:8]([O-:10])=[O:9])[CH:3]=2)[CH:15]=[CH:14][CH:13]=1. The catalyst class is: 103.